From a dataset of Peptide-MHC class I binding affinity with 185,985 pairs from IEDB/IMGT. Regression. Given a peptide amino acid sequence and an MHC pseudo amino acid sequence, predict their binding affinity value. This is MHC class I binding data. (1) The peptide sequence is LTLSAQSRT. The MHC is Mamu-A02 with pseudo-sequence Mamu-A02. The binding affinity (normalized) is 0.285. (2) The binding affinity (normalized) is 0.000528. The peptide sequence is DAKRNSKSL. The MHC is HLA-A02:03 with pseudo-sequence HLA-A02:03. (3) The peptide sequence is ATFEVFLAK. The MHC is HLA-B07:02 with pseudo-sequence HLA-B07:02. The binding affinity (normalized) is 0.0847. (4) The peptide sequence is TTNNLLEQL. The MHC is HLA-A68:02 with pseudo-sequence HLA-A68:02. The binding affinity (normalized) is 0.642. (5) The peptide sequence is VFTSAVLLL. The MHC is HLA-A68:02 with pseudo-sequence HLA-A68:02. The binding affinity (normalized) is 0.444.